This data is from Reaction yield outcomes from USPTO patents with 853,638 reactions. The task is: Predict the reaction yield, written as a fraction of the theoretical maximum amount of product (1.0 means a 100% yield; for example, 0.34 means a 34% yield). (1) The reactants are [CH3:1][CH:2]([CH3:17])[C@H:3]([NH:8][C:9](=[O:16])[C:10]1[CH:15]=[CH:14][CH:13]=[CH:12][N:11]=1)[C:4]([O:6][CH3:7])=[O:5].C(OI(C1C=CC=CC=1)OC(=O)C)(=O)C.CC(O)=O. The catalyst is C1(C)C=CC=CC=1.CC([O-])=O.CC([O-])=O.[Pd+2]. The product is [CH3:1][CH:2]1[CH2:17][N:8]([C:9](=[O:16])[C:10]2[CH:15]=[CH:14][CH:13]=[CH:12][N:11]=2)[C@@H:3]1[C:4]([O:6][CH3:7])=[O:5]. The yield is 0.570. (2) The reactants are [CH3:1][O:2][C:3]([C:5]1[O:9][N:8]=[C:7]([C:10]2[CH:15]=[CH:14][CH:13]=[CH:12][CH:11]=2)[C:6]=1[C:16]([OH:18])=O)=[O:4].Cl.CN.C1C=CC2N(O)N=[N:28][C:26]=2C=1.C(Cl)CCl.C(N(C(C)C)CC)(C)C. The catalyst is CN(C=O)C. The product is [CH3:26][NH:28][C:16]([C:6]1[C:7]([C:10]2[CH:15]=[CH:14][CH:13]=[CH:12][CH:11]=2)=[N:8][O:9][C:5]=1[C:3]([O:2][CH3:1])=[O:4])=[O:18]. The yield is 0.722. (3) The reactants are [O:1]=[C:2]1[N:6]([CH:7]2[CH2:12][CH2:11][N:10]([CH:13]3[CH2:18][CH2:17][N:16](C(OCC4C=CC=CC=4)=O)[CH2:15][CH2:14]3)[CH2:9][CH2:8]2)[C@@H:5]2[CH2:29][CH2:30][CH2:31][CH2:32][C@H:4]2[NH:3]1. The catalyst is CO.[Pd]. The product is [N:10]1([CH:13]2[CH2:18][CH2:17][NH:16][CH2:15][CH2:14]2)[CH2:9][CH2:8][CH:7]([N:6]2[C@@H:5]3[CH2:29][CH2:30][CH2:31][CH2:32][C@H:4]3[NH:3][C:2]2=[O:1])[CH2:12][CH2:11]1. The yield is 0.980. (4) The product is [CH:10]1([N:15]2[C:19]3[N:20]=[C:21]([S:24][CH3:25])[N:22]=[CH:23][C:18]=3[CH:17]=[C:16]2[CH2:26][OH:27])[CH2:11][CH2:12][CH2:13][CH2:14]1. The reactants are CC(C[AlH]CC(C)C)C.[CH:10]1([N:15]2[C:19]3[N:20]=[C:21]([S:24][CH3:25])[N:22]=[CH:23][C:18]=3[CH:17]=[C:16]2[C:26](OC)=[O:27])[CH2:14][CH2:13][CH2:12][CH2:11]1. The catalyst is ClCCl.CO. The yield is 0.756. (5) The catalyst is C(Cl)Cl. The reactants are [N:1]1([C:5]2[N:10]=[C:9]([NH:11][C:12](=[O:16])[C:13](Cl)=[O:14])[CH:8]=[CH:7][CH:6]=2)[CH2:4][CH2:3][CH2:2]1.[NH:17]([C:19]1[N:20]=[N:21][C:22]([C:25]2[CH:30]=[CH:29][CH:28]=[CH:27][C:26]=2[C:31]([F:34])([F:33])[F:32])=[CH:23][CH:24]=1)[NH2:18].C(N(CC)CC)C.C([O-])(O)=O.[Na+]. The yield is 0.674. The product is [N:1]1([C:5]2[N:10]=[C:9]([NH:11][C:12](=[O:16])[C:13](=[O:14])[NH:18][NH:17][C:19]3[N:20]=[N:21][C:22]([C:25]4[CH:30]=[CH:29][CH:28]=[CH:27][C:26]=4[C:31]([F:34])([F:32])[F:33])=[CH:23][CH:24]=3)[CH:8]=[CH:7][CH:6]=2)[CH2:4][CH2:3][CH2:2]1. (6) The reactants are N1C([C:6]2[CH:14]=[CH:13][C:9]([C:10]([OH:12])=O)=[CH:8][CH:7]=2)=NN=N1.C1C=C[C:18]2[N:23](O)[N:22]=[N:21]C=2C=1.CC[N:27]=C=NCCCN(C)C.CCN(C(C)C)C(C)C.[CH3:45][C:46]12[CH2:53][CH:50]([NH:51][CH2:52]1)[CH2:49][C:48]([CH3:55])([CH3:54])[CH2:47]2. The catalyst is C1COCC1. The product is [N:23]1([C:6]2[CH:7]=[CH:8][C:9]([C:10]([N:51]3[CH2:52][C:46]4([CH3:45])[CH2:53][CH:50]3[CH2:49][C:48]([CH3:55])([CH3:54])[CH2:47]4)=[O:12])=[CH:13][CH:14]=2)[CH:18]=[N:27][N:21]=[N:22]1. The yield is 0.260.